Dataset: Reaction yield outcomes from USPTO patents with 853,638 reactions. Task: Predict the reaction yield, written as a fraction of the theoretical maximum amount of product (1.0 means a 100% yield; for example, 0.34 means a 34% yield). (1) The reactants are [F:1][C:2]([F:36])([F:35])[C:3]1[CH:4]=[C:5]([CH:28]=[C:29]([C:31]([F:34])([F:33])[F:32])[CH:30]=1)[CH2:6][N:7]1[CH2:14][CH2:13][CH2:12][O:11][C:10]2[N:15]=[C:16](Cl)[CH:17]=[C:18]([C:19]3[CH:24]=[CH:23][C:22]([F:25])=[CH:21][CH:20]=3)[C:9]=2[C:8]1=[O:27].[O:37]=[C:38]1[CH2:42][CH2:41][CH2:40][N:39]1[CH:43]1[CH2:48][CH2:47][NH:46][CH2:45][CH2:44]1. No catalyst specified. The product is [F:1][C:2]([F:36])([F:35])[C:3]1[CH:4]=[C:5]([CH:28]=[C:29]([C:31]([F:34])([F:33])[F:32])[CH:30]=1)[CH2:6][N:7]1[CH2:14][CH2:13][CH2:12][O:11][C:10]2[N:15]=[C:16]([N:46]3[CH2:45][CH2:44][CH:43]([N:39]4[CH2:40][CH2:41][CH2:42][C:38]4=[O:37])[CH2:48][CH2:47]3)[CH:17]=[C:18]([C:19]3[CH:24]=[CH:23][C:22]([F:25])=[CH:21][CH:20]=3)[C:9]=2[C:8]1=[O:27]. The yield is 0.390. (2) The reactants are [OH-].[Na+].CO.[CH3:5][O:6][C:7]([C:9]1[S:10][C:11]([CH2:14][CH2:15][CH2:16][C@H:17]2[CH2:21][CH2:20][C:19]([Cl:22])=[C:18]2[C:23]2[CH:28]=[CH:27][C:26]([C@H:29]([O:35]C(=O)C3C=CC([N+]([O-])=O)=CC=3)[CH2:30][CH2:31][CH2:32][CH2:33][CH3:34])=[CH:25][CH:24]=2)=[CH:12][CH:13]=1)=[O:8].Cl. The catalyst is C1COCC1. The product is [CH3:5][O:6][C:7]([C:9]1[S:10][C:11]([CH2:14][CH2:15][CH2:16][C@H:17]2[CH2:21][CH2:20][C:19]([Cl:22])=[C:18]2[C:23]2[CH:24]=[CH:25][C:26]([C@H:29]([OH:35])[CH2:30][CH2:31][CH2:32][CH2:33][CH3:34])=[CH:27][CH:28]=2)=[CH:12][CH:13]=1)=[O:8]. The yield is 0.820. (3) The reactants are C[N:2]([CH3:30])[CH2:3][CH2:4][N:5]1[CH2:10][CH2:9][C:8]2[NH:11][C:12]([CH:15]=[C:16]3[C:24]4[C:19](=[CH:20]C=C(NC=O)[CH:23]=4)[NH:18][C:17]3=[O:28])=[C:13]([CH3:14])[C:7]=2[C:6]1=[O:29].F[C:32]([F:37])(F)[C:33](O)=O.Cl[CH2:39]Cl. No catalyst specified. The product is [CH2:30]([NH:2][CH2:3][CH2:4][N:5]1[CH2:10][CH2:9][C:8]2[NH:11][C:12]([CH:15]=[C:16]3[C:24]4[C:19](=[CH:20][CH:33]=[C:32]([F:37])[CH:23]=4)[NH:18][C:17]3=[O:28])=[C:13]([CH3:14])[C:7]=2[C:6]1=[O:29])[CH3:39]. The yield is 0.980. (4) The reactants are [Cl:1][C:2]1[CH:7]=[CH:6][C:5]([OH:8])=[CH:4][C:3]=1[I:9].[Si:10](Cl)([C:13]([CH3:16])([CH3:15])[CH3:14])([CH3:12])[CH3:11].N1C=CN=C1.CCOC(C)=O. The catalyst is CC1CCCO1. The product is [C:13]([Si:10]([O:8][C:5]1[CH:6]=[CH:7][C:2]([Cl:1])=[C:3]([I:9])[CH:4]=1)([CH3:12])[CH3:11])([CH3:16])([CH3:15])[CH3:14]. The yield is 0.300. (5) The reactants are Br[CH2:2][C:3]1[N:8]=[C:7]([NH:9]C(=O)C(C)(C)C)[CH:6]=[CH:5][CH:4]=1.C(OC([N:23]1[C:27]2[CH:28]=[CH:29][CH:30]=[CH:31][C:26]=2[N:25]=[C:24]1[CH2:32][NH:33][CH:34]1[C:43]2[N:42]=[CH:41][CH:40]=[CH:39][C:38]=2[CH2:37][CH2:36][CH2:35]1)=O)(C)(C)C.C(N(CC)C(C)C)(C)C.[I-].[K+]. The catalyst is CC#N. The product is [NH2:9][C:7]1[N:8]=[C:3]([CH2:2][N:33]([CH2:32][C:24]2[NH:23][C:27]3[CH:28]=[CH:29][CH:30]=[CH:31][C:26]=3[N:25]=2)[CH:34]2[C:43]3[N:42]=[CH:41][CH:40]=[CH:39][C:38]=3[CH2:37][CH2:36][CH2:35]2)[CH:4]=[CH:5][CH:6]=1. The yield is 0.540. (6) The reactants are [C:1]([C:5]1[CH:9]=[C:8](C(O)=O)[N:7]([C:13]2[CH:18]=[CH:17][CH:16]=[C:15]([F:19])[CH:14]=2)[N:6]=1)([CH3:4])([CH3:3])[CH3:2].C1C=CC(P([N:34]=[N+]=[N-])(C2C=CC=CC=2)=O)=CC=1.[Cl:37][C:38]([Cl:42])([Cl:41])[CH2:39][OH:40].[O:43]1[CH2:48]COCC1. The catalyst is [Cl-].[Na+].O. The product is [C:1]([C:5]1[CH:9]=[C:8]([NH:34][C:48](=[O:43])[O:40][CH2:39][C:38]([Cl:42])([Cl:41])[Cl:37])[N:7]([C:13]2[CH:18]=[CH:17][CH:16]=[C:15]([F:19])[CH:14]=2)[N:6]=1)([CH3:2])([CH3:3])[CH3:4]. The yield is 0.730. (7) The reactants are [Br-].[O:2]=[C:3]1[N:8]2[CH:9]=[N+:10]([CH2:12][CH2:13][CH3:14])[CH:11]=[C:7]2[CH2:6][CH2:5][NH:4]1.[F:15][C:16]1[CH:17]=[C:18]([C:26]2[S:30][C:29]([NH2:31])=[N:28][C:27]=2[CH3:32])[CH:19]=[CH:20][C:21]=1[S:22]([CH3:25])(=[O:24])=[O:23].CCN(CC)CC. The catalyst is CCOC(C)=O. The product is [F:15][C:16]1[CH:17]=[C:18]([C:26]2[S:30][C:29]([NH:31][C:3]([NH:4][CH2:5][CH2:6][C:7]3[N:8]=[CH:9][N:10]([CH2:12][CH2:13][CH3:14])[CH:11]=3)=[O:2])=[N:28][C:27]=2[CH3:32])[CH:19]=[CH:20][C:21]=1[S:22]([CH3:25])(=[O:23])=[O:24]. The yield is 0.250.